This data is from Forward reaction prediction with 1.9M reactions from USPTO patents (1976-2016). The task is: Predict the product of the given reaction. (1) The product is: [NH:9]1[CH2:8][CH:7]([O:6][C:5]2[CH:18]=[CH:19][C:2]([NH:1][C:23]3[N:28]=[C:27]([C:29]4[N:33]5[CH:34]=[CH:35][CH:36]=[CH:37][C:32]5=[N:31][CH:30]=4)[C:26]([Cl:38])=[CH:25][N:24]=3)=[C:3]([O:20][CH3:21])[CH:4]=2)[CH2:10]1. Given the reactants [NH2:1][C:2]1[CH:19]=[CH:18][C:5]([O:6][CH:7]2[CH2:10][N:9](C(OC(C)(C)C)=O)[CH2:8]2)=[CH:4][C:3]=1[O:20][CH3:21].Cl[C:23]1[N:28]=[C:27]([C:29]2[N:33]3[CH:34]=[CH:35][CH:36]=[CH:37][C:32]3=[N:31][CH:30]=2)[C:26]([Cl:38])=[CH:25][N:24]=1.CC1(C)C2C=CC=C(P(C3C=CC=CC=3)C3C=CC=CC=3)C=2OC2C1=CC=CC=2P(C1C=CC=CC=1)C1C=CC=CC=1.N12CCCN=C1CCCCC2, predict the reaction product. (2) Given the reactants [CH3:1][N:2]([CH2:13][C:14]1[N:18]([CH2:19][CH2:20][CH2:21][NH:22][CH2:23]CC(C)C)[C:17]2[CH:28]=[CH:29][CH:30]=[CH:31][C:16]=2[N:15]=1)[CH:3]1[C:12]2[N:11]=[CH:10][CH:9]=[CH:8][C:7]=2[CH2:6][CH2:5][CH2:4]1.N[CH2:33][CH2:34][CH2:35]N1C2C=CC=CC=2N=C1CN(C)[C@@H]1C2N=CC=CC=2CCC1.C(=O)C(C)C, predict the reaction product. The product is: [CH3:1][N:2]([CH2:13][C:14]1[N:18]([CH2:19][CH2:20][CH2:21][NH:22][CH2:23][CH:34]([CH3:35])[CH3:33])[C:17]2[CH:28]=[CH:29][CH:30]=[CH:31][C:16]=2[N:15]=1)[C@@H:3]1[C:12]2[N:11]=[CH:10][CH:9]=[CH:8][C:7]=2[CH2:6][CH2:5][CH2:4]1. (3) Given the reactants C(OC(=O)[NH:7][C:8]1[CH:13]=[CH:12][C:11]([NH:14][C:15]([C:17]2[N:18]([CH2:36][C:37]3[CH:42]=[CH:41][CH:40]=[CH:39][C:38]=3[F:43])[C:19]3[C:24]([CH:25]=2)=[CH:23][C:22]([NH:26][C:27](=[O:35])[CH2:28][CH:29]2[CH2:34][CH2:33][O:32][CH2:31][CH2:30]2)=[CH:21][CH:20]=3)=[O:16])=[CH:10][CH:9]=1)(C)(C)C.[ClH:45], predict the reaction product. The product is: [ClH:45].[NH2:7][C:8]1[CH:9]=[CH:10][C:11]([NH:14][C:15]([C:17]2[N:18]([CH2:36][C:37]3[CH:42]=[CH:41][CH:40]=[CH:39][C:38]=3[F:43])[C:19]3[C:24]([CH:25]=2)=[CH:23][C:22]([NH:26][C:27](=[O:35])[CH2:28][CH:29]2[CH2:34][CH2:33][O:32][CH2:31][CH2:30]2)=[CH:21][CH:20]=3)=[O:16])=[CH:12][CH:13]=1. (4) Given the reactants [CH2:1]([O:3][C:4]1[CH:5]=[C:6]([C:13](=[O:19])[CH2:14][CH2:15][C:16]([OH:18])=O)[CH:7]=[CH:8][C:9]=1[O:10][CH2:11][CH3:12])[CH3:2].[N:20]1([C:26]2[C:35]3[C:30](=[CH:31][CH:32]=[CH:33][CH:34]=3)[CH:29]=[C:28]([NH2:36])[N:27]=2)[CH2:25][CH2:24][CH2:23][CH2:22][CH2:21]1.CCN=C=NCCCN(C)C.C1C=CC2N(O)N=NC=2C=1, predict the reaction product. The product is: [CH2:1]([O:3][C:4]1[CH:5]=[C:6]([C:13](=[O:19])[CH2:14][CH2:15][C:16]([NH:36][C:28]2[N:27]=[C:26]([N:20]3[CH2:25][CH2:24][CH2:23][CH2:22][CH2:21]3)[C:35]3[C:30]([CH:29]=2)=[CH:31][CH:32]=[CH:33][CH:34]=3)=[O:18])[CH:7]=[CH:8][C:9]=1[O:10][CH2:11][CH3:12])[CH3:2]. (5) Given the reactants [OH-].[Na+].C[O:4][C:5](=[O:41])[CH2:6][C:7]1[CH:8]=[C:9]([C:14]2[CH:19]=[CH:18][C:17]([C:20]([CH2:38][CH3:39])([C:23]3[CH:28]=[CH:27][C:26]([CH2:29][CH2:30][CH:31]([OH:36])[C:32]([CH3:35])([CH3:34])[CH3:33])=[C:25]([CH3:37])[CH:24]=3)[CH2:21][CH3:22])=[CH:16][C:15]=2[CH3:40])[CH:10]=[C:11]([OH:13])[CH:12]=1.Cl, predict the reaction product. The product is: [CH2:21]([C:20]([C:17]1[CH:18]=[CH:19][C:14]([C:9]2[CH:10]=[C:11]([OH:13])[CH:12]=[C:7]([CH2:6][C:5]([OH:41])=[O:4])[CH:8]=2)=[C:15]([CH3:40])[CH:16]=1)([C:23]1[CH:28]=[CH:27][C:26]([CH2:29][CH2:30][CH:31]([OH:36])[C:32]([CH3:34])([CH3:35])[CH3:33])=[C:25]([CH3:37])[CH:24]=1)[CH2:38][CH3:39])[CH3:22]. (6) The product is: [CH2:1]([O:3][C:4](=[O:32])[CH:5]([C:10]1[CH:11]=[C:12]([C:22]2[CH:27]=[CH:26][C:25]([C:28]([F:29])([F:30])[F:31])=[CH:24][CH:23]=2)[CH:13]=[C:14]([CH:16]2[CH2:17][CH2:18][N:19]([CH:33]3[CH2:38][CH2:37][CH2:36][CH2:35][CH2:34]3)[CH2:20][CH2:21]2)[CH:15]=1)[CH2:6][CH:7]([CH3:9])[CH3:8])[CH3:2]. Given the reactants [CH2:1]([O:3][C:4](=[O:32])[CH:5]([C:10]1[CH:11]=[C:12]([C:22]2[CH:27]=[CH:26][C:25]([C:28]([F:31])([F:30])[F:29])=[CH:24][CH:23]=2)[CH:13]=[C:14]([CH:16]2[CH2:21][CH2:20][NH:19][CH2:18][CH2:17]2)[CH:15]=1)[CH2:6][CH:7]([CH3:9])[CH3:8])[CH3:2].[C:33]1(=O)[CH2:38][CH2:37][CH2:36][CH2:35][CH2:34]1.C(O[BH-](OC(=O)C)OC(=O)C)(=O)C.[Na+], predict the reaction product.